From a dataset of Reaction yield outcomes from USPTO patents with 853,638 reactions. Predict the reaction yield, written as a fraction of the theoretical maximum amount of product (1.0 means a 100% yield; for example, 0.34 means a 34% yield). (1) The reactants are C(OC([N:8]1[C:16]2[C:11](=[CH:12][CH:13]=[CH:14][CH:15]=2)[CH:10]=[C:9]1[C:17]1[CH:22]=[C:21]([CH:23]=[O:24])[C:20]([O:25][CH3:26])=[CH:19][C:18]=1[O:27][CH3:28])=O)(C)(C)C.[N+](CCCC)(CCCC)(CCCC)CCCC.[F-].C(Cl)Cl. The catalyst is C1COCC1. The product is [NH:8]1[C:16]2[C:11](=[CH:12][CH:13]=[CH:14][CH:15]=2)[CH:10]=[C:9]1[C:17]1[C:18]([O:27][CH3:28])=[CH:19][C:20]([O:25][CH3:26])=[C:21]([CH:22]=1)[CH:23]=[O:24]. The yield is 0.300. (2) The reactants are [CH2:1]([O:3][C:4]1[C:13]2[C:8](=[CH:9][CH:10]=[CH:11][CH:12]=2)[C:7]([O:14][CH2:15][CH3:16])=[C:6]2[C:17]([O:19][C:20](=O)[C:5]=12)=[O:18])[CH3:2].[NH2:22][C:23]1[CH:28]=[CH:27][C:26]([CH2:29][C:30]([O:32][CH2:33][CH3:34])=[O:31])=[CH:25][CH:24]=1.C(OCC)(=O)C. The catalyst is C(O)(=O)C. The product is [CH2:33]([O:32][C:30](=[O:31])[CH2:29][C:26]1[CH:25]=[CH:24][C:23]([N:22]2[C:20](=[O:19])[C:5]3[C:4]([O:3][CH2:1][CH3:2])=[C:13]4[CH:12]=[CH:11][CH:10]=[CH:9][C:8]4=[C:7]([O:14][CH2:15][CH3:16])[C:6]=3[C:17]2=[O:18])=[CH:28][CH:27]=1)[CH3:34]. The yield is 0.960. (3) The reactants are [NH2:1][C:2]1[CH2:6][CH2:5][C@@H:4]([CH3:7])[C:3]=1[C:8]([O:10]CC)=O.C([O-])=O.[NH4+].[CH:17]([NH2:19])=O. No catalyst specified. The product is [CH3:7][C@H:4]1[C:3]2[C:8]([OH:10])=[N:19][CH:17]=[N:1][C:2]=2[CH2:6][CH2:5]1. The yield is 0.650. (4) The reactants are CO[C:3](=[O:13])[C:4]1[C:9]([I:10])=[CH:8][CH:7]=[CH:6][C:5]=1[CH2:11]Br.[C:14]1([CH:20]([CH3:24])[CH2:21][CH2:22][NH2:23])[CH:19]=[CH:18][CH:17]=[CH:16][CH:15]=1.C([O-])([O-])=O.[K+].[K+].C(OCC)(=O)C. The catalyst is C1(C)C=CC=CC=1.CCCCCC. The product is [I:10][C:9]1[CH:8]=[CH:7][CH:6]=[C:5]2[C:4]=1[C:3](=[O:13])[N:23]([CH2:22][CH2:21][CH:20]([C:14]1[CH:19]=[CH:18][CH:17]=[CH:16][CH:15]=1)[CH3:24])[CH2:11]2. The yield is 0.230. (5) The reactants are Br[C:2]1[CH:7]=[CH:6][C:5]([C:8]2[NH:13][C:12](=[O:14])[NH:11][CH:10]([C:15]3[CH:20]=[C:19]([N+:21]([O-:23])=[O:22])[C:18]([OH:24])=[C:17]([O:25][CH2:26][CH3:27])[CH:16]=3)[C:9]=2[C:28]2[CH:33]=[CH:32][CH:31]=[CH:30][CH:29]=2)=[CH:4][CH:3]=1.[C:34]1([C:40]([C:42]2[CH:47]=[CH:46][CH:45]=[CH:44][CH:43]=2)=[NH:41])[CH:39]=[CH:38][CH:37]=[CH:36][CH:35]=1.C([O-])([O-])=O.[Cs+].[Cs+].CC1(C)C2C(=C(P(C3C=CC=CC=3)C3C=CC=CC=3)C=CC=2)OC2C(P(C3C=CC=CC=3)C3C=CC=CC=3)=CC=CC1=2. The catalyst is O1CCOCC1.C1C=CC(/C=C/C(/C=C/C2C=CC=CC=2)=O)=CC=1.C1C=CC(/C=C/C(/C=C/C2C=CC=CC=2)=O)=CC=1.C1C=CC(/C=C/C(/C=C/C2C=CC=CC=2)=O)=CC=1.[Pd].[Pd]. The product is [C:34]1([C:40](=[N:41][C:2]2[CH:7]=[CH:6][C:5]([C:8]3[NH:13][C:12](=[O:14])[NH:11][CH:10]([C:15]4[CH:20]=[C:19]([N+:21]([O-:23])=[O:22])[C:18]([OH:24])=[C:17]([O:25][CH2:26][CH3:27])[CH:16]=4)[C:9]=3[C:28]3[CH:33]=[CH:32][CH:31]=[CH:30][CH:29]=3)=[CH:4][CH:3]=2)[C:42]2[CH:43]=[CH:44][CH:45]=[CH:46][CH:47]=2)[CH:39]=[CH:38][CH:37]=[CH:36][CH:35]=1. The yield is 0.350. (6) The reactants are [Br:1][C:2]1[CH:7]=[CH:6][C:5]([C:8]2[S:12][C:11]3[CH:13]=[C:14]([O:17]C)[CH:15]=[CH:16][C:10]=3[CH:9]=2)=[CH:4][CH:3]=1.B(Br)(Br)Br. No catalyst specified. The product is [Br:1][C:2]1[CH:7]=[CH:6][C:5]([C:8]2[S:12][C:11]3[CH:13]=[C:14]([OH:17])[CH:15]=[CH:16][C:10]=3[CH:9]=2)=[CH:4][CH:3]=1. The yield is 0.880.